The task is: Predict the product of the given reaction.. This data is from Forward reaction prediction with 1.9M reactions from USPTO patents (1976-2016). (1) Given the reactants [NH:1]1[C:9]2[C:4](=[CH:5][CH:6]=[CH:7][C:8]=2[C:10]([OH:12])=O)[CH:3]=[CH:2]1.CN(C(ON1N=NC2C=CC=CC1=2)=[N+](C)C)C.[B-](F)(F)(F)F.C(N(CC)C(C)C)(C)C.[C:44]([C:48]1[CH:63]=[CH:62][C:51]([CH2:52][NH:53][CH2:54][CH2:55][C:56]2[CH:61]=[CH:60][CH:59]=[CH:58][CH:57]=2)=[CH:50][CH:49]=1)([CH3:47])([CH3:46])[CH3:45], predict the reaction product. The product is: [C:44]([C:48]1[CH:63]=[CH:62][C:51]([CH2:52][N:53]([CH2:54][CH2:55][C:56]2[CH:61]=[CH:60][CH:59]=[CH:58][CH:57]=2)[C:10]([C:8]2[CH:7]=[CH:6][CH:5]=[C:4]3[C:9]=2[NH:1][CH:2]=[CH:3]3)=[O:12])=[CH:50][CH:49]=1)([CH3:47])([CH3:45])[CH3:46]. (2) Given the reactants [F:1][C:2]1[CH:3]=[C:4]([C@H:13]([NH:21][C:22]([C:24]2[CH:25]=[C:26]([NH:31]C(=O)OC(C)(C)C)[C:27]([OH:30])=[N:28][CH:29]=2)=[O:23])[C:14]2[C:19]([F:20])=[CH:18][CH:17]=[CH:16][N:15]=2)[CH:5]=[CH:6][C:7]=1[O:8][C:9]([F:12])([F:11])[F:10].C(O)(C(F)(F)F)=O.CCOC(C)=O, predict the reaction product. The product is: [NH2:31][C:26]1[C:27]([OH:30])=[N:28][CH:29]=[C:24]([CH:25]=1)[C:22]([NH:21][C@@H:13]([C:4]1[CH:5]=[CH:6][C:7]([O:8][C:9]([F:12])([F:11])[F:10])=[C:2]([F:1])[CH:3]=1)[C:14]1[C:19]([F:20])=[CH:18][CH:17]=[CH:16][N:15]=1)=[O:23]. (3) Given the reactants [Br:1][C:2]1[CH:3]=[CH:4][C:5]2=[C:6]([CH:25]=1)[N:7]=[C:8]([NH:17][C:18]([O:20][C:21]([CH3:24])([CH3:23])[CH3:22])=[O:19])[CH2:9][C:10]([C:12]([O:14]CC)=[O:13])=[CH:11]2.[OH-].[Na+].Cl, predict the reaction product. The product is: [Br:1][C:2]1[CH:3]=[CH:4][C:5]2=[C:6]([CH:25]=1)[N:7]=[C:8]([NH:17][C:18]([O:20][C:21]([CH3:23])([CH3:22])[CH3:24])=[O:19])[CH2:9][C:10]([C:12]([OH:14])=[O:13])=[CH:11]2. (4) Given the reactants [F:1][C:2]1[CH:3]=[C:4]([S:9]([CH2:12][C:13]2[CH:18]=[C:17]([N:19]3[CH2:24][CH2:23][O:22][CH2:21][C@@H:20]3[CH3:25])[N:16]=[C:15]([C:26]3[CH:31]=[CH:30][C:29]([NH:32][C:33](=[O:41])OC4C=CC=CC=4)=[CH:28][CH:27]=3)[N:14]=2)(=[O:11])=[O:10])[CH:5]=[C:6]([F:8])[CH:7]=1.FC1C=C(S([C:53]([C:56]2C=C(N3CCOC[C@@H]3C)N=C(C3C=CC(NC(=O)OC4C=CC=CC=4)=CC=3)[N:57]=2)(C)C)(=O)=O)C=C(F)C=1, predict the reaction product. The product is: [F:1][C:2]1[CH:3]=[C:4]([S:9]([CH2:12][C:13]2[CH:18]=[C:17]([N:19]3[CH2:24][CH2:23][O:22][CH2:21][C@@H:20]3[CH3:25])[N:16]=[C:15]([C:26]3[CH:31]=[CH:30][C:29]([NH:32][C:33]([NH:57][CH2:56][CH3:53])=[O:41])=[CH:28][CH:27]=3)[N:14]=2)(=[O:11])=[O:10])[CH:5]=[C:6]([F:8])[CH:7]=1. (5) The product is: [C:1]([O:5][C:6]([N:8]1[CH2:13][CH2:12][N:11]([C:14]2[CH:19]=[CH:18][C:17]([C:38]3[CH:37]=[CH:16][CH:15]=[CH:14][N:11]=3)=[CH:16][C:15]=2[CH:21]2[CH2:26][C:25]([CH3:28])([CH3:27])[CH2:24][C:23]([CH3:30])([CH3:29])[CH2:22]2)[CH2:10][CH2:9]1)=[O:7])([CH3:4])([CH3:3])[CH3:2]. Given the reactants [C:1]([O:5][C:6]([N:8]1[CH2:13][CH2:12][N:11]([C:14]2[CH:19]=[CH:18][C:17](Br)=[CH:16][C:15]=2[CH:21]2[CH2:26][C:25]([CH3:28])([CH3:27])[CH2:24][C:23]([CH3:30])([CH3:29])[CH2:22]2)[CH2:10][CH2:9]1)=[O:7])([CH3:4])([CH3:3])[CH3:2].[F-].[Cs+].O1[CH2:38][CH2:37]OCC1, predict the reaction product. (6) Given the reactants [F:1][C:2]([F:19])([F:18])[C:3]1[CH:8]=[CH:7][C:6]([C:9]2[C:10]([C:15](Cl)=[O:16])=[CH:11][CH:12]=[CH:13][CH:14]=2)=[CH:5][CH:4]=1.[NH2:20][C:21]1[CH:26]=[CH:25][C:24]([C@H:27]([NH:29][C:30]([C:32]2[CH:37]=[CH:36][CH:35]=[CH:34][N:33]=2)=[O:31])[CH3:28])=[CH:23][CH:22]=1.C(N(CC)CC)C.Cl, predict the reaction product. The product is: [F:1][C:2]([F:19])([F:18])[C:3]1[CH:8]=[CH:7][C:6]([C:9]2[CH:14]=[CH:13][CH:12]=[CH:11][C:10]=2[C:15]([NH:20][C:21]2[CH:26]=[CH:25][C:24]([C@H:27]([NH:29][C:30]([C:32]3[CH:37]=[CH:36][CH:35]=[CH:34][N:33]=3)=[O:31])[CH3:28])=[CH:23][CH:22]=2)=[O:16])=[CH:5][CH:4]=1.